This data is from Reaction yield outcomes from USPTO patents with 853,638 reactions. The task is: Predict the reaction yield, written as a fraction of the theoretical maximum amount of product (1.0 means a 100% yield; for example, 0.34 means a 34% yield). (1) The reactants are [CH3:1][O:2][C:3]1[C:13]2[CH2:12][CH2:11][CH2:10][C:9](=[O:14])[N:8]([CH3:15])[C:7]=2[CH:6]=[CH:5][CH:4]=1.C(OC(C(F)(F)F)=O)(C(F)(F)F)=O.[N+:29]([O-])([O-:31])=[O:30].[K+]. The catalyst is C(#N)C. The product is [CH3:1][O:2][C:3]1[C:13]2[CH2:12][CH2:11][CH2:10][C:9](=[O:14])[N:8]([CH3:15])[C:7]=2[CH:6]=[CH:5][C:4]=1[N+:29]([O-:31])=[O:30]. The yield is 0.820. (2) The reactants are [N+:1]([C:4]1[C:9]([O:10][CH3:11])=[CH:8][CH:7]=[CH:6][N:5]=1)([O-])=O.Cl[CH2:13][P:14](=[O:21])([O:18][CH2:19][CH3:20])[O:15][CH2:16][CH3:17].C(O[Na])(C)(C)C.Cl. The catalyst is CS(C)=O. The product is [CH2:16]([O:15][P:14]([CH2:13][C:7]1[CH:6]=[N:5][C:4]([NH2:1])=[C:9]([O:10][CH3:11])[CH:8]=1)(=[O:21])[O:18][CH2:19][CH3:20])[CH3:17]. The yield is 0.170. (3) The reactants are CN(C)C=O.[Br:6][C:7]1[CH:12]=[CH:11][C:10]([OH:13])=[CH:9][CH:8]=1.C(=O)([O-])[O-].[K+].[K+].Br[CH2:21][CH2:22][CH2:23][C:24]([F:27])([F:26])[F:25]. The catalyst is C(OCC)(=O)C. The product is [Br:6][C:7]1[CH:12]=[CH:11][C:10]([O:13][CH2:21][CH2:22][CH2:23][C:24]([F:27])([F:26])[F:25])=[CH:9][CH:8]=1. The yield is 0.970. (4) The reactants are [CH3:1][O:2][C:3]1[CH:17]=[CH:16][C:6]([C:7]([NH:9][C:10]2[CH:15]=[CH:14][CH:13]=[CH:12][CH:11]=2)=[O:8])=[CH:5][CH:4]=1.C([Li])CCC.CC(O)C.C(=O)=O.CN(C)[C:32](=[O:39])[C:33]1[CH:38]=[CH:37][CH:36]=[CH:35][CH:34]=1. The catalyst is O1CCCC1. The product is [OH:39][C:32]1([C:33]2[CH:38]=[CH:37][CH:36]=[CH:35][CH:34]=2)[C:5]2[C:6](=[CH:16][CH:17]=[C:3]([O:2][CH3:1])[CH:4]=2)[C:7](=[O:8])[N:9]1[C:10]1[CH:15]=[CH:14][CH:13]=[CH:12][CH:11]=1. The yield is 0.710. (5) The reactants are [CH2:1]([N:3]1[C:7]2[N:8]=[C:9]([C:18]3[CH:23]=[CH:22][C:21]([NH:24][C:25]([NH:27][C:28]4[CH:36]=[CH:35][C:31]([C:32](O)=[O:33])=[CH:30][CH:29]=4)=[O:26])=[CH:20][CH:19]=3)[N:10]=[C:11]([N:12]3[CH2:17][CH2:16][O:15][CH2:14][CH2:13]3)[C:6]=2[CH:5]=[CH:4]1)[CH3:2].[N:37]1([CH:43]2[CH2:48][CH2:47][NH:46][CH2:45][CH2:44]2)[CH2:42][CH2:41][CH2:40][CH2:39][CH2:38]1. No catalyst specified. The product is [N:37]1([CH:43]2[CH2:48][CH2:47][N:46]([C:32]([C:31]3[CH:30]=[CH:29][C:28]([NH:27][C:25]([NH:24][C:21]4[CH:22]=[CH:23][C:18]([C:9]5[N:10]=[C:11]([N:12]6[CH2:17][CH2:16][O:15][CH2:14][CH2:13]6)[C:6]6[CH:5]=[CH:4][N:3]([CH2:1][CH3:2])[C:7]=6[N:8]=5)=[CH:19][CH:20]=4)=[O:26])=[CH:36][CH:35]=3)=[O:33])[CH2:45][CH2:44]2)[CH2:42][CH2:41][CH2:40][CH2:39][CH2:38]1. The yield is 0.620. (6) The reactants are Br[C:2]1[CH:7]=[CH:6][CH:5]=[CH:4][N:3]=1.[Li]CCCC.[Br:13][C:14]1[CH:19]=[CH:18][C:17]([NH:20][C:21]2[C:22]([CH:32]=[O:33])=[CH:23][C:24]3[N:28]([CH3:29])[CH:27]=[N:26][C:25]=3[C:30]=2[F:31])=[C:16]([Cl:34])[CH:15]=1. The catalyst is C1COCC1. The product is [Br:13][C:14]1[CH:19]=[CH:18][C:17]([NH:20][C:21]2[C:22]([CH:32]([C:2]3[CH:7]=[CH:6][CH:5]=[CH:4][N:3]=3)[OH:33])=[CH:23][C:24]3[N:28]([CH3:29])[CH:27]=[N:26][C:25]=3[C:30]=2[F:31])=[C:16]([Cl:34])[CH:15]=1. The yield is 0.620. (7) The reactants are [CH3:1][CH:2]([O:4][CH:5]1[CH2:14][CH2:13][C:8]2(OCC[O:9]2)[CH2:7][CH2:6]1)[CH3:3].Cl.O. The catalyst is O1CCCC1. The product is [CH3:3][CH:2]([O:4][CH:5]1[CH2:14][CH2:13][C:8](=[O:9])[CH2:7][CH2:6]1)[CH3:1]. The yield is 1.00. (8) The product is [Cl:15][C:14]1[N:13]=[C:20]([Cl:21])[N:19]=[C:17]([C:7]2[CH:6]=[C:5]([Cl:4])[CH:10]=[CH:9][C:8]=2[CH3:11])[N:16]=1. The reactants are [Mg].II.[Cl:4][C:5]1[CH:10]=[CH:9][C:8]([CH3:11])=[C:7](I)[CH:6]=1.[N:13]1[C:20]([Cl:21])=[N:19][C:17](Cl)=[N:16][C:14]=1[Cl:15]. The catalyst is O1CCCC1. The yield is 0.870.